Dataset: Catalyst prediction with 721,799 reactions and 888 catalyst types from USPTO. Task: Predict which catalyst facilitates the given reaction. (1) Reactant: [NH3:1].CO[C:4](=[O:38])[CH:5]([NH:30][C:31]([O:33][C:34]([CH3:37])([CH3:36])[CH3:35])=[O:32])[CH2:6][CH2:7][O:8][C:9]1[CH:14]=[CH:13][C:12]([CH2:15][CH2:16][CH2:17][CH2:18][NH:19][C:20]([O:22][CH2:23][C:24]2[CH:29]=[CH:28][CH:27]=[CH:26][CH:25]=2)=[O:21])=[CH:11][CH:10]=1. Product: [CH2:23]([O:22][C:20](=[O:21])[NH:19][CH2:18][CH2:17][CH2:16][CH2:15][C:12]1[CH:13]=[CH:14][C:9]([O:8][CH2:7][CH2:6][CH:5]([NH:30][C:31]([O:33][C:34]([CH3:37])([CH3:35])[CH3:36])=[O:32])[C:4](=[O:38])[NH2:1])=[CH:10][CH:11]=1)[C:24]1[CH:25]=[CH:26][CH:27]=[CH:28][CH:29]=1. The catalyst class is: 5. (2) Reactant: Cl.Cl.Cl.[S:4]1[C:8]2[CH:9]=[C:10]([NH:13][C:14]3[C:15]4[CH:22]=[C:21]([C:23]5[CH2:24][CH2:25][NH:26][CH2:27][CH:28]=5)[NH:20][C:16]=4[N:17]=[CH:18][N:19]=3)[CH:11]=[CH:12][C:7]=2[N:6]=[CH:5]1.Cl.[CH3:30][N:31]([CH3:38])[CH2:32][CH2:33][CH2:34][C:35](O)=[O:36].CN(C(ON1N=NC2C=CC=CC1=2)=[N+](C)C)C.[B-](F)(F)(F)F.C(N(CC)C(C)C)(C)C. Product: [CH3:30][N:31]([CH3:38])[CH2:32][CH2:33][CH2:34][C:35]([N:26]1[CH2:25][CH:24]=[C:23]([C:21]2[NH:20][C:16]3[N:17]=[CH:18][N:19]=[C:14]([NH:13][C:10]4[CH:11]=[CH:12][C:7]5[N:6]=[CH:5][S:4][C:8]=5[CH:9]=4)[C:15]=3[CH:22]=2)[CH2:28][CH2:27]1)=[O:36]. The catalyst class is: 3. (3) Reactant: C1(C(C2C=CC=CC=2)[N:8]2[CH2:11][CH:10]([S:12]([CH2:15][CH2:16][CH2:17][CH2:18][CH3:19])(=[O:14])=[O:13])[CH2:9]2)C=CC=CC=1.[Cl:26]CCCl.ClC(OC(Cl)C)=O. Product: [ClH:26].[CH2:15]([S:12]([CH:10]1[CH2:11][NH:8][CH2:9]1)(=[O:14])=[O:13])[CH2:16][CH2:17][CH2:18][CH3:19]. The catalyst class is: 5. (4) Reactant: Br[C:2]1[S:6][C:5]([C:7]([N:9]([CH2:11][CH2:12][C:13]2[CH:18]=[CH:17][CH:16]=[C:15]([O:19][CH3:20])[CH:14]=2)[CH3:10])=[O:8])=[CH:4][CH:3]=1.[C:21]1(B(O)O)[CH:26]=[CH:25][CH:24]=[CH:23][CH:22]=1. Product: [CH3:20][O:19][C:15]1[CH:14]=[C:13]([CH:18]=[CH:17][CH:16]=1)[CH2:12][CH2:11][N:9]([CH3:10])[C:7]([C:5]1[S:6][C:2]([C:21]2[CH:26]=[CH:25][CH:24]=[CH:23][CH:22]=2)=[CH:3][CH:4]=1)=[O:8]. The catalyst class is: 492. (5) Reactant: Cl.[CH2:2]([O:4][C:5](=[O:10])[C@H:6]([CH3:9])[NH:7][CH3:8])[CH3:3].[H-].[Na+].[C:13]([S:16][CH2:17][CH2:18][C:19](Cl)=[O:20])(=[O:15])[CH3:14].C(=O)(O)[O-].[Na+]. Product: [CH2:2]([O:4][C:5](=[O:10])[CH:6]([N:7]([C:19](=[O:20])[CH2:18][CH2:17][S:16][C:13](=[O:15])[CH3:14])[CH3:8])[CH3:9])[CH3:3]. The catalyst class is: 7. (6) Reactant: [N+:1]([C:4]1[CH:12]=[CH:11][CH:10]=[C:6]([C:7]([OH:9])=O)[C:5]=1[C:13]([OH:15])=[O:14])([O-:3])=[O:2].COC(C)(C)C. Product: [N+:1]([C:4]1[C:5]2[C:13](=[O:14])[O:15][C:7](=[O:9])[C:6]=2[CH:10]=[CH:11][CH:12]=1)([O-:3])=[O:2]. The catalyst class is: 152. (7) Reactant: [F:1][C:2]1[CH:7]=[CH:6][C:5]([CH2:8][NH2:9])=[CH:4][CH:3]=1.[Cl:10][C:11]1[CH:16]=[CH:15][C:14]([C:17]2[CH:22]=[CH:21][CH:20]=[C:19]([CH:23]=O)[CH:18]=2)=[CH:13][CH:12]=1.C(O)(=O)C.C(O[BH-](OC(=O)C)OC(=O)C)(=O)C.[Na+]. Product: [Cl:10][C:11]1[CH:12]=[CH:13][C:14]([C:17]2[CH:22]=[CH:21][CH:20]=[C:19]([CH2:23][NH:9][CH2:8][C:5]3[CH:6]=[CH:7][C:2]([F:1])=[CH:3][CH:4]=3)[CH:18]=2)=[CH:15][CH:16]=1. The catalyst class is: 68. (8) Reactant: [CH2:1]([O:3][C:4](=[O:42])[CH:5]=[CH:6][C:7]1[CH:12]=[CH:11][C:10]([O:13][C:14]2[CH:19]=[C:18]([O:20][C:21]3[CH:26]=[CH:25][C:24]([C:27]([F:30])([F:29])[F:28])=[CH:23][C:22]=3[O:31][C:32]3[CH:37]=[CH:36][CH:35]=[CH:34][C:33]=3[CH3:38])[CH:17]=[C:16]([CH3:39])[CH:15]=2)=[CH:9][C:8]=1[CH2:40][CH3:41])[CH3:2]. Product: [CH2:1]([O:3][C:4](=[O:42])[CH2:5][CH2:6][C:7]1[CH:12]=[CH:11][C:10]([O:13][C:14]2[CH:19]=[C:18]([O:20][C:21]3[CH:26]=[CH:25][C:24]([C:27]([F:29])([F:30])[F:28])=[CH:23][C:22]=3[O:31][C:32]3[CH:37]=[CH:36][CH:35]=[CH:34][C:33]=3[CH3:38])[CH:17]=[C:16]([CH3:39])[CH:15]=2)=[CH:9][C:8]=1[CH2:40][CH3:41])[CH3:2]. The catalyst class is: 78.